From a dataset of Catalyst prediction with 721,799 reactions and 888 catalyst types from USPTO. Predict which catalyst facilitates the given reaction. Reactant: [CH3:1][CH2:2][CH2:3][CH:4]([NH:8][C:9]([C:11]1[CH:12]=[CH:13][C:14]2[O:18][C:17]([SH:19])=[N:16][C:15]=2[CH:20]=1)=[O:10])[CH2:5][CH2:6][CH3:7].N[C:22]1C=C(C=CC=1O)C(NC(CCC)CCC)=O. Product: [CH3:7][CH2:6][CH2:5][CH:4]([NH:8][C:9]([C:11]1[CH:12]=[CH:13][C:14]2[O:18][C:17]([S:19][CH3:22])=[N:16][C:15]=2[CH:20]=1)=[O:10])[CH2:3][CH2:2][CH3:1]. The catalyst class is: 14.